Task: Predict the reaction yield, written as a fraction of the theoretical maximum amount of product (1.0 means a 100% yield; for example, 0.34 means a 34% yield).. Dataset: Reaction yield outcomes from USPTO patents with 853,638 reactions (1) The reactants are CS(O[CH2:6][CH2:7][N:8]1[CH:12]=[C:11]([C:13]2[CH:18]=[C:17]([C:19]([O:21]C)=[O:20])[CH:16]=[CH:15][N:14]=2)[N:10]=[CH:9]1)(=O)=O.[Cl:23][C:24]1[CH:34]=[CH:33][C:27]([CH2:28][NH:29][CH:30]2[CH2:32][CH2:31]2)=[CH:26][CH:25]=1. No catalyst specified. The product is [Cl:23][C:24]1[CH:25]=[CH:26][C:27]([CH2:28][N:29]([CH:30]2[CH2:31][CH2:32]2)[CH2:6][CH2:7][N:8]2[CH:12]=[C:11]([C:13]3[CH:18]=[C:17]([C:19]([OH:21])=[O:20])[CH:16]=[CH:15][N:14]=3)[N:10]=[CH:9]2)=[CH:33][CH:34]=1. The yield is 0.0800. (2) The reactants are [NH2:1][C:2]1[C:3]2[C:10]([C:11]#[N:12])=[CH:9][N:8]([C@@H:13]3[O:23][C@H:22]4[C@@H:15]([O:16][Si:17]([CH:33]([CH3:35])[CH3:34])([CH:30]([CH3:32])[CH3:31])[O:18][Si:19]([CH:27]([CH3:29])[CH3:28])([CH:24]([CH3:26])[CH3:25])[O:20][CH2:21]4)[C@H:14]3[OH:36])[C:4]=2[N:5]=[CH:6][N:7]=1.C(N(CC)CC)C.Cl.[NH2:45][OH:46]. The catalyst is C(O)C. The product is [NH2:1][C:2]1[C:3]2[C:10](/[C:11](=[N:45]/[OH:46])/[NH2:12])=[CH:9][N:8]([C@@H:13]3[O:23][C@H:22]4[C@@H:15]([O:16][Si:17]([CH:30]([CH3:32])[CH3:31])([CH:33]([CH3:35])[CH3:34])[O:18][Si:19]([CH:27]([CH3:28])[CH3:29])([CH:24]([CH3:25])[CH3:26])[O:20][CH2:21]4)[C@H:14]3[OH:36])[C:4]=2[N:5]=[CH:6][N:7]=1. The yield is 0.500. (3) The reactants are [C:1]([OH:7])(=[O:6])[CH2:2][C:3]([OH:5])=[O:4].[CH:8]1([CH3:18])[CH2:13][CH2:12][CH:11]([CH:14]([CH3:16])[CH3:15])[CH:10](O)[CH2:9]1.S(=O)(=O)(O)O.O. The catalyst is C1(C)C=CC=CC=1. The product is [C:1]([O:7][CH:10]1[CH:11]([CH:14]([CH3:16])[CH3:15])[CH2:12][CH2:13][CH:8]([CH3:18])[CH2:9]1)(=[O:6])[CH2:2][C:3]([O:5][CH:10]1[CH:11]([CH:14]([CH3:16])[CH3:15])[CH2:12][CH2:13][CH:8]([CH3:18])[CH2:9]1)=[O:4]. The yield is 0.760. (4) The reactants are C[O:2][C:3]1[CH:8]=[CH:7][C:6]([N:9]2[C:13]3[CH:14]=[CH:15][CH:16]=[CH:17][C:12]=3[N:11]=[C:10]2[C:18]2[N:19]([CH2:23][CH2:24][CH3:25])[CH:20]=[CH:21][CH:22]=2)=[CH:5][CH:4]=1.B(Br)(Br)Br. The catalyst is C(Cl)Cl. The product is [CH2:23]([N:19]1[CH:20]=[CH:21][CH:22]=[C:18]1[C:10]1[N:9]([C:6]2[CH:7]=[CH:8][C:3]([OH:2])=[CH:4][CH:5]=2)[C:13]2[CH:14]=[CH:15][CH:16]=[CH:17][C:12]=2[N:11]=1)[CH2:24][CH3:25]. The yield is 0.390. (5) The reactants are [Cl:1][C:2]1[CH:19]=[C:18]([CH:20]=[CH2:21])[CH:17]=[CH:16][C:3]=1[CH2:4][N:5]1[C:13](=[O:14])[C:12]2[C:7](=[CH:8][CH:9]=[CH:10][CH:11]=2)[C:6]1=[O:15].Br[CH:23]([C:28]1[CH:33]=[C:32]([Cl:34])[CH:31]=[C:30]([Cl:35])[CH:29]=1)[C:24]([F:27])([F:26])[F:25].N1C=CC=CC=1C1C=CC=CN=1. The catalyst is ClC1C=CC=CC=1Cl.Cl[Cu]. The product is [Cl:1][C:2]1[CH:19]=[C:18](/[CH:20]=[CH:21]/[CH:23]([C:28]2[CH:29]=[C:30]([Cl:35])[CH:31]=[C:32]([Cl:34])[CH:33]=2)[C:24]([F:27])([F:26])[F:25])[CH:17]=[CH:16][C:3]=1[CH2:4][N:5]1[C:13](=[O:14])[C:12]2[C:7](=[CH:8][CH:9]=[CH:10][CH:11]=2)[C:6]1=[O:15]. The yield is 0.500. (6) The reactants are C(=O)(OC(C)(C)C)[O:2][C:3]1[C:4]2[CH:11]=[C:10]([CH2:12][CH2:13][NH:14][C:15]([O:17][C:18]([CH3:21])([CH3:20])[CH3:19])=[O:16])[S:9][C:5]=2[N:6]=[CH:7][N:8]=1.[NH4+].[OH-]. The catalyst is CO. The product is [OH:2][C:3]1[C:4]2[CH:11]=[C:10]([CH2:12][CH2:13][NH:14][C:15](=[O:16])[O:17][C:18]([CH3:20])([CH3:19])[CH3:21])[S:9][C:5]=2[N:6]=[CH:7][N:8]=1. The yield is 0.910. (7) The reactants are [CH3:1][C:2]([Si:5]([CH3:26])([CH3:25])[O:6][C@H:7]1[C@H:12]([NH:13][C:14](=[O:17])[CH2:15][OH:16])[CH2:11][CH2:10][N:9]([C:18]([O:20][C:21]([CH3:24])([CH3:23])[CH3:22])=[O:19])[CH2:8]1)([CH3:4])[CH3:3].C1N=CN([C:32](N2C=NC=C2)=[O:33])C=1. The catalyst is CN(C=O)C. The product is [CH3:4][C:2]([Si:5]([CH3:26])([CH3:25])[O:6][C@H:7]1[C@H:12]([N:13]2[C:14](=[O:17])[CH2:15][O:16][C:32]2=[O:33])[CH2:11][CH2:10][N:9]([C:18]([O:20][C:21]([CH3:24])([CH3:23])[CH3:22])=[O:19])[CH2:8]1)([CH3:1])[CH3:3]. The yield is 0.520. (8) The reactants are Br[C:2]1[CH:7]=[CH:6][C:5]([CH2:8][CH2:9][C:10]([CH3:25])([S:21]([CH3:24])(=[O:23])=[O:22])[C:11]([NH:13][O:14][CH:15]2[CH2:20][CH2:19][CH2:18][CH2:17][O:16]2)=[O:12])=[C:4]([CH3:26])[CH:3]=1.[C:27]1(B(O)O)[CH:32]=[CH:31][CH:30]=[CH:29][CH:28]=1.C(=O)([O-])[O-].[Na+].[Na+].BrC1C=CC(CCC(C)(S(C)(=O)=O)C(O)=O)=CC=1.Cl. The catalyst is O.O1CCOCC1. The product is [CH3:25][C:10]([S:21]([CH3:24])(=[O:23])=[O:22])([CH2:9][CH2:8][C:5]1[CH:6]=[CH:7][C:2]([C:27]2[CH:32]=[CH:31][CH:30]=[CH:29][CH:28]=2)=[CH:3][C:4]=1[CH3:26])[C:11]([NH:13][O:14][CH:15]1[CH2:20][CH2:19][CH2:18][CH2:17][O:16]1)=[O:12]. The yield is 0.680.